This data is from Full USPTO retrosynthesis dataset with 1.9M reactions from patents (1976-2016). The task is: Predict the reactants needed to synthesize the given product. (1) Given the product [Cl:26][C:21]1[CH:20]=[C:19]([CH:24]=[CH:23][C:22]=1[F:25])[CH2:18][N:9]1[CH2:8][CH2:7][C:6]2[C:11](=[C:12]([O:15][CH3:16])[C:13](=[O:14])[N:4]3[CH2:1][CH:2]([CH2:3][OH:35])[O:29][C:27](=[O:28])[C:5]3=2)[C:10]1=[O:17], predict the reactants needed to synthesize it. The reactants are: [CH2:1]([N:4]1[C:13](=[O:14])[C:12]([O:15][CH3:16])=[C:11]2[C:6]([CH2:7][CH2:8][N:9]([CH2:18][C:19]3[CH:24]=[CH:23][C:22]([F:25])=[C:21]([Cl:26])[CH:20]=3)[C:10]2=[O:17])=[C:5]1[C:27]([O:29]C)=[O:28])[CH:2]=[CH2:3].C[N+]1([O-])CC[O:35]CC1.O. (2) Given the product [N:8]([C:12]1[CH:11]=[N:10][CH:9]=[CH:14][C:19]=1[C:20]1[CH:21]=[C:22]([NH:27][C:28](=[O:34])[O:29][C:30]([CH3:32])([CH3:31])[CH3:33])[CH:23]=[C:24]([CH3:26])[CH:25]=1)=[C:1]=[S:2], predict the reactants needed to synthesize it. The reactants are: [C:1]([N:8]1[CH:12]=[CH:11][N:10]=[CH:9]1)(N1C=CN=C1)=[S:2].N[C:14]1C=NC=C[C:19]=1[C:20]1[CH:21]=[C:22]([NH:27][C:28](=[O:34])[O:29][C:30]([CH3:33])([CH3:32])[CH3:31])[CH:23]=[C:24]([CH3:26])[CH:25]=1. (3) Given the product [C:1]([C:5]1[CH:10]=[CH:9][C:8]([C:11]#[C:12][C:13]2[CH:18]=[CH:17][N:16]=[CH:15][C:14]=2[N:19]([CH2:32][CH3:33])[C:20](=[O:26])[O:21][C:22]([CH3:25])([CH3:24])[CH3:23])=[CH:7][CH:6]=1)([CH3:4])([CH3:2])[CH3:3], predict the reactants needed to synthesize it. The reactants are: [C:1]([C:5]1[CH:10]=[CH:9][C:8]([C:11]#[C:12][C:13]2[CH:18]=[CH:17][N:16]=[CH:15][C:14]=2[NH:19][C:20](=[O:26])[O:21][C:22]([CH3:25])([CH3:24])[CH3:23])=[CH:7][CH:6]=1)([CH3:4])([CH3:3])[CH3:2].CN(C)C=O.[CH2:32](I)[CH3:33].[H-].[Na+]. (4) Given the product [Br:14][C:8]1[C:9]([O:11][CH2:12][CH3:13])=[CH:10][C:5]([C:4]([OH:26])=[O:3])=[CH:6][C:7]=1[O:15][CH2:16][CH2:17][C:18]1[CH:23]=[CH:22][C:21]([Cl:24])=[CH:20][C:19]=1[Cl:25], predict the reactants needed to synthesize it. The reactants are: C([O:3][C:4](=[O:26])[C:5]1[CH:10]=[C:9]([O:11][CH2:12][CH3:13])[C:8]([Br:14])=[C:7]([O:15][CH2:16][CH2:17][C:18]2[CH:23]=[CH:22][C:21]([Cl:24])=[CH:20][C:19]=2[Cl:25])[CH:6]=1)C.O.[OH-].[Na+].Cl.